Dataset: Forward reaction prediction with 1.9M reactions from USPTO patents (1976-2016). Task: Predict the product of the given reaction. (1) Given the reactants Br[C:2]1[CH:7]=[CH:6][C:5]([C:8]2[N:12]([CH2:13][C@@H:14]3[CH2:18][CH2:17][N:16]([C:19]([CH:21]4[CH2:23][CH2:22]4)=[O:20])[CH2:15]3)[CH:11]=[N:10][N:9]=2)=[CH:4][CH:3]=1.B1(B2OC(C)(C)C(C)(C)O2)OC(C)(C)C(C)(C)O1.CC([O-])=O.[K+].Br[C:48]1[CH:49]=[C:50]2[C:54](=[CH:55][CH:56]=1)[N:53]([CH3:57])[CH:52]=[CH:51]2.C([O-])([O-])=O.[K+].[K+], predict the reaction product. The product is: [CH:21]1([C:19]([N:16]2[CH2:17][CH2:18][C@@H:14]([CH2:13][N:12]3[CH:11]=[N:10][N:9]=[C:8]3[C:5]3[CH:6]=[CH:7][C:2]([C:48]4[CH:49]=[C:50]5[C:54](=[CH:55][CH:56]=4)[N:53]([CH3:57])[CH:52]=[CH:51]5)=[CH:3][CH:4]=3)[CH2:15]2)=[O:20])[CH2:23][CH2:22]1. (2) The product is: [C:17]([O:20][CH2:21][C:22]1[C:23]([N:37]2[CH2:49][CH2:48][N:40]3[C:41]4[CH2:42][CH2:43][CH2:44][CH2:45][C:46]=4[CH:47]=[C:39]3[C:38]2=[O:50])=[N:24][CH:25]=[CH:26][C:27]=1[C:2]1[CH:3]=[C:4]([NH:10][C:11]2[CH:16]=[CH:15][N:14]=[CH:13][N:12]=2)[C:5](=[O:9])[N:6]([CH3:8])[CH:7]=1)(=[O:19])[CH3:18]. Given the reactants Br[C:2]1[CH:3]=[C:4]([NH:10][C:11]2[CH:16]=[CH:15][N:14]=[CH:13][N:12]=2)[C:5](=[O:9])[N:6]([CH3:8])[CH:7]=1.[C:17]([O:20][CH2:21][C:22]1[C:23]([N:37]2[CH2:49][CH2:48][N:40]3[C:41]4[CH2:42][CH2:43][CH2:44][CH2:45][C:46]=4[CH:47]=[C:39]3[C:38]2=[O:50])=[N:24][CH:25]=[CH:26][C:27]=1B1OC(C)(C)C(C)(C)O1)(=[O:19])[CH3:18].CC([O-])=O.[Na+].C(#N)C, predict the reaction product. (3) Given the reactants Br[C:2]1[C:10]2[CH:9]=[C:8]([C:11]([O:13][CH3:14])=[O:12])[S:7][C:6]=2[CH:5]=[CH:4][CH:3]=1.[C:15]1(B(O)O)[CH:20]=[CH:19][CH:18]=[CH:17][CH:16]=1.[Cl-].[Li+].C(=O)([O-])[O-].[Na+].[Na+], predict the reaction product. The product is: [C:15]1([C:2]2[C:10]3[CH:9]=[C:8]([C:11]([O:13][CH3:14])=[O:12])[S:7][C:6]=3[CH:5]=[CH:4][CH:3]=2)[CH:20]=[CH:19][CH:18]=[CH:17][CH:16]=1. (4) Given the reactants C[N:2](C)[NH:3][C:4](=[O:19])[C:5]1[CH:10]=[CH:9][CH:8]=[CH:7][C:6]=1[C:11](=O)[C:12]1[CH:17]=[CH:16][CH:15]=[CH:14][CH:13]=1.NN.O, predict the reaction product. The product is: [C:12]1([C:11]2[C:6]3[C:5](=[CH:10][CH:9]=[CH:8][CH:7]=3)[C:4](=[O:19])[NH:3][N:2]=2)[CH:17]=[CH:16][CH:15]=[CH:14][CH:13]=1. (5) Given the reactants [NH2:1][CH2:2][C:3]([CH3:6])([OH:5])[CH3:4].[CH:7]1([C:10]2[N:15]=[C:14]([C:16]([NH:18][C:19]3[CH:27]=[N:26][CH:25]=[CH:24][C:20]=3[C:21](O)=[O:22])=[O:17])[C:13]([NH:28][C:29]3[CH:30]=[N:31][CH:32]=[N:33][CH:34]=3)=[CH:12][CH:11]=2)[CH2:9][CH2:8]1, predict the reaction product. The product is: [OH:5][C:3]([CH3:6])([CH3:4])[CH2:2][NH:1][C:21]([C:20]1[CH:24]=[CH:25][N:26]=[CH:27][C:19]=1[NH:18][C:16]([C:14]1[C:13]([NH:28][C:29]2[CH:30]=[N:31][CH:32]=[N:33][CH:34]=2)=[CH:12][CH:11]=[C:10]([CH:7]2[CH2:9][CH2:8]2)[N:15]=1)=[O:17])=[O:22]. (6) The product is: [Cl:29][C:30]1[CH:31]=[C:32]([O:40][C:41]2[CH:53]=[CH:52][C:44]([C:45]([OH:47])=[O:46])=[CH:43][C:42]=2[C:54]2[C:55]([O:60][CH3:61])=[N:56][CH:57]=[CH:58][CH:59]=2)[CH:33]=[N:34][C:35]=1[O:36][CH:37]([CH3:38])[CH3:39]. Given the reactants ClC1C(OC2C=CC(OC(F)(F)F)=C(Cl)C=2)=CC(F)=C(C=1)C(OC(C)(C)C)=O.[Cl:29][C:30]1[CH:31]=[C:32]([O:40][C:41]2[CH:53]=[CH:52][C:44]([C:45]([O:47]C(C)(C)C)=[O:46])=[CH:43][C:42]=2[C:54]2[C:55]([O:60][CH3:61])=[N:56][CH:57]=[CH:58][CH:59]=2)[CH:33]=[N:34][C:35]=1[O:36][CH:37]([CH3:39])[CH3:38], predict the reaction product. (7) Given the reactants [NH:1]1[CH:8]=[CH:7][C:5](=[O:6])[NH:4][C:2]1=[O:3].[CH2:9]([O:16][C@@H:17]1[C@@H:21]([CH2:22][O:23][CH2:24][C:25]2[CH:30]=[CH:29][CH:28]=[CH:27][CH:26]=2)[O:20][C@H:19](OC)[C@@:18]1([NH:34][C:35](=[O:40])[C:36]([F:39])([F:38])[F:37])[CH3:33])[C:10]1[CH:15]=[CH:14][CH:13]=[CH:12][CH:11]=1.FC(F)(F)S(O[Si](C)(C)C)(=O)=O, predict the reaction product. The product is: [CH2:9]([O:16][C@@H:17]1[C@@H:21]([CH2:22][O:23][CH2:24][C:25]2[CH:26]=[CH:27][CH:28]=[CH:29][CH:30]=2)[O:20][C@@H:19]([N:1]2[CH:8]=[CH:7][C:5](=[O:6])[NH:4][C:2]2=[O:3])[C@@:18]1([NH:34][C:35](=[O:40])[C:36]([F:39])([F:38])[F:37])[CH3:33])[C:10]1[CH:11]=[CH:12][CH:13]=[CH:14][CH:15]=1. (8) Given the reactants [Cl:1][C:2]1[CH:3]=[C:4]([NH:8][C:9](=[O:23])[CH2:10][S:11][C:12]2[NH:13][N:14]=[C:15]([C:17]3[CH:18]=[N:19][CH:20]=[CH:21][CH:22]=3)[N:16]=2)[CH:5]=[CH:6][CH:7]=1.ClC1C=CC=C(C(OO)=[O:32])C=1, predict the reaction product. The product is: [Cl:1][C:2]1[CH:3]=[C:4]([NH:8][C:9](=[O:23])[CH2:10][S:11]([C:12]2[NH:13][N:14]=[C:15]([C:17]3[CH:18]=[N:19][CH:20]=[CH:21][CH:22]=3)[N:16]=2)=[O:32])[CH:5]=[CH:6][CH:7]=1. (9) Given the reactants S(Cl)(Cl)=O.[Cl:5][C:6]1[C:11]([Cl:12])=[CH:10][CH:9]=[CH:8][C:7]=1[S:13][C:14]1[S:18][C:17]([C:19](O)=[O:20])=[CH:16][C:15]=1[N+:22]([O-:24])=[O:23].[CH3:25][NH2:26], predict the reaction product. The product is: [Cl:5][C:6]1[C:11]([Cl:12])=[CH:10][CH:9]=[CH:8][C:7]=1[S:13][C:14]1[S:18][C:17]([C:19]([NH:26][CH3:25])=[O:20])=[CH:16][C:15]=1[N+:22]([O-:24])=[O:23].